From a dataset of Forward reaction prediction with 1.9M reactions from USPTO patents (1976-2016). Predict the product of the given reaction. Given the reactants [F:1][CH:2]([F:21])[C@@H:3]1[C@@H:11]2[C@@:6]([C:13]3[CH:18]=[CH:17][CH:16]=[C:15]([F:19])[C:14]=3[F:20])([N:7]=[C:8]([NH2:12])[S:9][CH2:10]2)[CH2:5][O:4]1.S(=O)(=O)(O)O.[N+:27]([O-])([OH:29])=[O:28].C([O-])(O)=O.[Na+], predict the reaction product. The product is: [F:20][C:14]1[C:15]([F:19])=[CH:16][C:17]([N+:27]([O-:29])=[O:28])=[CH:18][C:13]=1[C@:6]12[CH2:5][O:4][C@H:3]([CH:2]([F:1])[F:21])[C@H:11]1[CH2:10][S:9][C:8]([NH2:12])=[N:7]2.